Dataset: NCI-60 drug combinations with 297,098 pairs across 59 cell lines. Task: Regression. Given two drug SMILES strings and cell line genomic features, predict the synergy score measuring deviation from expected non-interaction effect. (1) Drug 1: C1CCN(CC1)CCOC2=CC=C(C=C2)C(=O)C3=C(SC4=C3C=CC(=C4)O)C5=CC=C(C=C5)O. Drug 2: CC1=C(C(=CC=C1)Cl)NC(=O)C2=CN=C(S2)NC3=CC(=NC(=N3)C)N4CCN(CC4)CCO. Cell line: SF-295. Synergy scores: CSS=5.00, Synergy_ZIP=-0.969, Synergy_Bliss=-0.0818, Synergy_Loewe=-10.5, Synergy_HSA=-0.785. (2) Drug 1: CC12CCC(CC1=CCC3C2CCC4(C3CC=C4C5=CN=CC=C5)C)O. Drug 2: C1CCC(C(C1)N)N.C(=O)(C(=O)[O-])[O-].[Pt+4]. Cell line: MALME-3M. Synergy scores: CSS=14.2, Synergy_ZIP=-2.60, Synergy_Bliss=5.68, Synergy_Loewe=-2.79, Synergy_HSA=5.54.